This data is from Forward reaction prediction with 1.9M reactions from USPTO patents (1976-2016). The task is: Predict the product of the given reaction. (1) Given the reactants [CH:1]1[C:13]2[CH:12]([CH2:14][O:15][C:16]([NH:18][C@H:19]([C:25]([OH:27])=[O:26])[CH2:20][CH2:21][CH2:22][CH2:23][NH2:24])=[O:17])[C:11]3[C:6](=[CH:7][CH:8]=[CH:9][CH:10]=3)[C:5]=2[CH:4]=[CH:3][CH:2]=1.[F:28][C:29]([F:41])([F:40])[C:30]1[CH:31]=[C:32]([S:36](Cl)(=[O:38])=[O:37])[CH:33]=[CH:34][CH:35]=1, predict the reaction product. The product is: [F:41][C:29]([F:28])([F:40])[C:30]1[CH:31]=[C:32]([S:36]([NH:24][CH2:23][CH2:22][CH2:21][CH2:20][C@@H:19]([C:25]([OH:27])=[O:26])[NH:18][C:16]([O:15][CH2:14][CH:12]2[C:11]3[CH:10]=[CH:9][CH:8]=[CH:7][C:6]=3[C:5]3[C:13]2=[CH:1][CH:2]=[CH:3][CH:4]=3)=[O:17])(=[O:37])=[O:38])[CH:33]=[CH:34][CH:35]=1. (2) Given the reactants CN(C=O)C.[H-].[Na+].[Cl:8][C:9]1[C:18]2[C:13](=[CH:14][C:15]([O:20][CH3:21])=[C:16]([F:19])[CH:17]=2)[CH:12]=[C:11]([OH:22])[N:10]=1.[CH2:23](Br)[CH:24]=[CH2:25], predict the reaction product. The product is: [CH2:25]([O:22][C:11]1[N:10]=[C:9]([Cl:8])[C:18]2[C:13]([CH:12]=1)=[CH:14][C:15]([O:20][CH3:21])=[C:16]([F:19])[CH:17]=2)[CH:24]=[CH2:23]. (3) The product is: [Cl:18][CH2:17][CH2:16][CH2:15][N:3]1[C:12]2[C:7](=[CH:8][CH:9]=[CH:10][CH:11]=2)[CH2:6][CH2:5][C:4]1=[O:13]. Given the reactants [H-].[Na+].[NH:3]1[C:12]2[C:7](=[CH:8][CH:9]=[CH:10][CH:11]=2)[CH2:6][CH2:5][C:4]1=[O:13].Br[CH2:15][CH2:16][CH2:17][Cl:18].O, predict the reaction product. (4) Given the reactants C[O:2][C:3]1[C:8]2[NH:9][C:10]([C:12]3[S:13][CH:14]=[CH:15][CH:16]=3)=[N:11][C:7]=2[C:6]([C:17]([NH:19][C@@H:20]2[CH2:25][CH2:24][CH2:23][N:22](C(OC(C)(C)C)=O)[CH2:21]2)=[O:18])=[CH:5][CH:4]=1.B(Br)(Br)Br, predict the reaction product. The product is: [OH:2][C:3]1[C:8]2[NH:9][C:10]([C:12]3[S:13][CH:14]=[CH:15][CH:16]=3)=[N:11][C:7]=2[C:6]([C:17]([NH:19][C@@H:20]2[CH2:25][CH2:24][CH2:23][NH:22][CH2:21]2)=[O:18])=[CH:5][CH:4]=1. (5) The product is: [O:19]=[C:9]1[NH:10][C:11](=[O:18])[C:12]2[C:17](=[CH:16][CH:15]=[CH:14][CH:13]=2)[N:8]1[CH2:7][C:6]1[CH:20]=[CH:21][C:3]([F:2])=[C:4]([CH:5]=1)[C:22]([N:24]1[CH2:29][CH2:28][N:27]([C:42]([C@@:38]2([CH3:45])[CH2:39][CH2:40][CH2:41][N:37]2[C:35]([O:34][C:30]([CH3:33])([CH3:32])[CH3:31])=[O:36])=[O:43])[CH2:26][CH2:25]1)=[O:23]. Given the reactants Cl.[F:2][C:3]1[CH:21]=[CH:20][C:6]([CH2:7][N:8]2[C:17]3[C:12](=[CH:13][CH:14]=[CH:15][CH:16]=3)[C:11](=[O:18])[NH:10][C:9]2=[O:19])=[CH:5][C:4]=1[C:22]([N:24]1[CH2:29][CH2:28][NH:27][CH2:26][CH2:25]1)=[O:23].[C:30]([O:34][C:35]([N:37]1[CH2:41][CH2:40][CH2:39][C@:38]1([CH3:45])[C:42](O)=[O:43])=[O:36])([CH3:33])([CH3:32])[CH3:31].CN(C(ON1N=NC2C=CC=NC1=2)=[N+](C)C)C.F[P-](F)(F)(F)(F)F.CCN(CC)CC, predict the reaction product. (6) Given the reactants [H-].[Na+].[F:3][C:4]1[C:9]([C:10]2[NH:11][CH:12]=[CH:13][C:14]=2[F:15])=[CH:8][CH:7]=[CH:6][N:5]=1.C1OCCOCCOCCOCCOC1.FC(F)(F)S(O[Si:37]([CH:44]([CH3:46])[CH3:45])([CH:41]([CH3:43])[CH3:42])[CH:38]([CH3:40])[CH3:39])(=O)=O, predict the reaction product. The product is: [F:3][C:4]1[C:9]([C:10]2[N:11]([Si:37]([CH:44]([CH3:46])[CH3:45])([CH:41]([CH3:43])[CH3:42])[CH:38]([CH3:40])[CH3:39])[CH:12]=[CH:13][C:14]=2[F:15])=[CH:8][CH:7]=[CH:6][N:5]=1.